Dataset: Full USPTO retrosynthesis dataset with 1.9M reactions from patents (1976-2016). Task: Predict the reactants needed to synthesize the given product. Given the product [F:16][C:8]1[CH:9]=[C:10]([N+:13]([O-:15])=[O:14])[CH:11]=[C:12]2[C:7]=1[N:5]([CH3:6])[C:3](=[O:4])[CH2:2]2, predict the reactants needed to synthesize it. The reactants are: Cl[CH2:2][C:3]([N:5]([C:7]1[CH:12]=[CH:11][C:10]([N+:13]([O-:15])=[O:14])=[CH:9][C:8]=1[F:16])[CH3:6])=[O:4].C(P(C(C)(C)C)C1C=CC=CC=1C1C=CC=CC=1)(C)(C)C.C(N(CC)CC)C.